The task is: Regression. Given two drug SMILES strings and cell line genomic features, predict the synergy score measuring deviation from expected non-interaction effect.. This data is from NCI-60 drug combinations with 297,098 pairs across 59 cell lines. (1) Drug 1: CC1=C2C(C(=O)C3(C(CC4C(C3C(C(C2(C)C)(CC1OC(=O)C(C(C5=CC=CC=C5)NC(=O)OC(C)(C)C)O)O)OC(=O)C6=CC=CC=C6)(CO4)OC(=O)C)O)C)O. Drug 2: C1C(C(OC1N2C=NC(=NC2=O)N)CO)O. Cell line: HS 578T. Synergy scores: CSS=11.1, Synergy_ZIP=-4.94, Synergy_Bliss=-1.66, Synergy_Loewe=-6.58, Synergy_HSA=-2.82. (2) Drug 1: C1=NC2=C(N1)C(=S)N=CN2. Drug 2: C(CN)CNCCSP(=O)(O)O. Cell line: DU-145. Synergy scores: CSS=26.1, Synergy_ZIP=7.03, Synergy_Bliss=8.20, Synergy_Loewe=-27.0, Synergy_HSA=5.91. (3) Drug 1: CC1=C(C(=O)C2=C(C1=O)N3CC4C(C3(C2COC(=O)N)OC)N4)N. Drug 2: CC12CCC3C(C1CCC2OP(=O)(O)O)CCC4=C3C=CC(=C4)OC(=O)N(CCCl)CCCl.[Na+]. Cell line: NCIH23. Synergy scores: CSS=56.2, Synergy_ZIP=-4.68, Synergy_Bliss=-8.98, Synergy_Loewe=-12.0, Synergy_HSA=-6.17. (4) Drug 1: CC1=CC=C(C=C1)C2=CC(=NN2C3=CC=C(C=C3)S(=O)(=O)N)C(F)(F)F. Drug 2: CC1CCCC2(C(O2)CC(NC(=O)CC(C(C(=O)C(C1O)C)(C)C)O)C(=CC3=CSC(=N3)C)C)C. Cell line: MDA-MB-231. Synergy scores: CSS=27.1, Synergy_ZIP=-0.0364, Synergy_Bliss=-1.03, Synergy_Loewe=-13.5, Synergy_HSA=-1.72. (5) Drug 1: CC12CCC(CC1=CCC3C2CCC4(C3CC=C4C5=CN=CC=C5)C)O. Drug 2: C1CN(P(=O)(OC1)NCCCl)CCCl. Cell line: NCI/ADR-RES. Synergy scores: CSS=19.6, Synergy_ZIP=-0.785, Synergy_Bliss=2.05, Synergy_Loewe=-7.98, Synergy_HSA=0.576. (6) Drug 1: CCC1(C2=C(COC1=O)C(=O)N3CC4=CC5=C(C=CC(=C5CN(C)C)O)N=C4C3=C2)O.Cl. Drug 2: C1CCC(C(C1)N)N.C(=O)(C(=O)[O-])[O-].[Pt+4]. Cell line: A498. Synergy scores: CSS=32.2, Synergy_ZIP=-1.39, Synergy_Bliss=1.48, Synergy_Loewe=-1.70, Synergy_HSA=4.45.